Dataset: Full USPTO retrosynthesis dataset with 1.9M reactions from patents (1976-2016). Task: Predict the reactants needed to synthesize the given product. Given the product [CH3:9][O:8][C:5]1[N:4]=[N:3][C:2]([C:2]2[N:3]=[N:4][C:5]([O:8][CH3:9])=[CH:6][CH:7]=2)=[CH:7][CH:6]=1, predict the reactants needed to synthesize it. The reactants are: Cl[C:2]1[N:3]=[N:4][C:5]([O:8][CH3:9])=[CH:6][CH:7]=1.